Dataset: Catalyst prediction with 721,799 reactions and 888 catalyst types from USPTO. Task: Predict which catalyst facilitates the given reaction. Reactant: [CH3:1][CH:2]([NH:4][C:5]([CH:7]=[CH2:8])=[O:6])[CH3:3].[C:9]([O:13][CH2:14][CH2:15][C:16]1[CH:21]=[CH:20][CH:19]=[CH:18][CH:17]=1)(=[O:12])[CH:10]=[CH2:11].N(C(C)(CC)C#N)=NC(C)(CC)C#N. Product: [CH3:1][CH:2]([NH:4][C:5]([CH:7]=[CH2:8])=[O:6])[CH3:3].[C:9]([O:13][CH2:14][CH2:15][C:16]1[CH:17]=[CH:18][CH:19]=[CH:20][CH:21]=1)(=[O:12])[CH:10]=[CH2:11]. The catalyst class is: 13.